From a dataset of NCI-60 drug combinations with 297,098 pairs across 59 cell lines. Regression. Given two drug SMILES strings and cell line genomic features, predict the synergy score measuring deviation from expected non-interaction effect. (1) Drug 1: CCC1=CC2CC(C3=C(CN(C2)C1)C4=CC=CC=C4N3)(C5=C(C=C6C(=C5)C78CCN9C7C(C=CC9)(C(C(C8N6C)(C(=O)OC)O)OC(=O)C)CC)OC)C(=O)OC.C(C(C(=O)O)O)(C(=O)O)O. Drug 2: C1CCC(C(C1)N)N.C(=O)(C(=O)[O-])[O-].[Pt+4]. Cell line: HS 578T. Synergy scores: CSS=59.3, Synergy_ZIP=-0.952, Synergy_Bliss=-0.350, Synergy_Loewe=-23.4, Synergy_HSA=-0.119. (2) Cell line: UACC62. Drug 1: CC1=C(N=C(N=C1N)C(CC(=O)N)NCC(C(=O)N)N)C(=O)NC(C(C2=CN=CN2)OC3C(C(C(C(O3)CO)O)O)OC4C(C(C(C(O4)CO)O)OC(=O)N)O)C(=O)NC(C)C(C(C)C(=O)NC(C(C)O)C(=O)NCCC5=NC(=CS5)C6=NC(=CS6)C(=O)NCCC[S+](C)C)O. Drug 2: C1CCC(C(C1)N)N.C(=O)(C(=O)[O-])[O-].[Pt+4]. Synergy scores: CSS=47.0, Synergy_ZIP=-1.90, Synergy_Bliss=1.17, Synergy_Loewe=7.45, Synergy_HSA=9.09. (3) Drug 1: CCC1(CC2CC(C3=C(CCN(C2)C1)C4=CC=CC=C4N3)(C5=C(C=C6C(=C5)C78CCN9C7C(C=CC9)(C(C(C8N6C=O)(C(=O)OC)O)OC(=O)C)CC)OC)C(=O)OC)O.OS(=O)(=O)O. Drug 2: CC(C)(C#N)C1=CC(=CC(=C1)CN2C=NC=N2)C(C)(C)C#N. Cell line: A498. Synergy scores: CSS=20.0, Synergy_ZIP=-8.02, Synergy_Bliss=-5.92, Synergy_Loewe=-2.45, Synergy_HSA=-0.566. (4) Drug 1: CCN(CC)CCNC(=O)C1=C(NC(=C1C)C=C2C3=C(C=CC(=C3)F)NC2=O)C. Drug 2: CC1C(C(CC(O1)OC2CC(CC3=C2C(=C4C(=C3O)C(=O)C5=CC=CC=C5C4=O)O)(C(=O)C)O)N)O. Cell line: CAKI-1. Synergy scores: CSS=45.1, Synergy_ZIP=-1.99, Synergy_Bliss=-1.37, Synergy_Loewe=-4.81, Synergy_HSA=-0.0489. (5) Drug 1: CC1=C(C=C(C=C1)NC(=O)C2=CC=C(C=C2)CN3CCN(CC3)C)NC4=NC=CC(=N4)C5=CN=CC=C5. Drug 2: CC1CCCC2(C(O2)CC(NC(=O)CC(C(C(=O)C(C1O)C)(C)C)O)C(=CC3=CSC(=N3)C)C)C. Cell line: SW-620. Synergy scores: CSS=56.9, Synergy_ZIP=8.66, Synergy_Bliss=4.78, Synergy_Loewe=-27.3, Synergy_HSA=-0.279. (6) Drug 1: CN(C)N=NC1=C(NC=N1)C(=O)N. Drug 2: COC1=C2C(=CC3=C1OC=C3)C=CC(=O)O2. Cell line: COLO 205. Synergy scores: CSS=1.17, Synergy_ZIP=-1.38, Synergy_Bliss=-4.41, Synergy_Loewe=-2.74, Synergy_HSA=-4.52.